This data is from Acute oral toxicity (LD50) regression data from Zhu et al.. The task is: Regression/Classification. Given a drug SMILES string, predict its toxicity properties. Task type varies by dataset: regression for continuous values (e.g., LD50, hERG inhibition percentage) or binary classification for toxic/non-toxic outcomes (e.g., AMES mutagenicity, cardiotoxicity, hepatotoxicity). Dataset: ld50_zhu. (1) The drug is CCCCCCCCCCCCCO. The rat oral LD50 is 1.07, given as -log10 of the dose in mol/kg body weight (higher means more acutely toxic). (2) The drug is O=C(O)c1cc(O)c(O)c(OC(=O)c2cc(O)c(O)c(O)c2)c1. The rat oral LD50 is 2.15, given as -log10 of the dose in mol/kg body weight (higher means more acutely toxic).